From a dataset of Full USPTO retrosynthesis dataset with 1.9M reactions from patents (1976-2016). Predict the reactants needed to synthesize the given product. Given the product [F:38][C:35]1[CH:36]=[CH:37][C:32]([N:13]2[C:14]3([CH2:17][CH2:18][NH:19][CH2:20][CH2:21]3)[C:15](=[O:16])[N:11]([CH2:10][C:9]3[CH:39]=[CH:40][CH:41]=[CH:42][C:8]=3[C:6]([O:5][C:1]([CH3:4])([CH3:2])[CH3:3])=[O:7])[CH2:12]2)=[CH:33][CH:34]=1, predict the reactants needed to synthesize it. The reactants are: [C:1]([O:5][C:6]([C:8]1[CH:42]=[CH:41][CH:40]=[CH:39][C:9]=1[CH2:10][N:11]1[C:15](=[O:16])[C:14]2([CH2:21][CH2:20][N:19](C(OCC3C=CC=CC=3)=O)[CH2:18][CH2:17]2)[N:13]([C:32]2[CH:37]=[CH:36][C:35]([F:38])=[CH:34][CH:33]=2)[CH2:12]1)=[O:7])([CH3:4])([CH3:3])[CH3:2].